This data is from Forward reaction prediction with 1.9M reactions from USPTO patents (1976-2016). The task is: Predict the product of the given reaction. (1) Given the reactants [Li]CCCC.[F:6][C:7]1[CH:16]=[CH:15][C:10]2[S:11][CH:12]=[C:13]([CH3:14])[C:9]=2[CH:8]=1.[Cl:17][CH2:18][CH2:19][CH2:20]I.[NH4+].[Cl-], predict the reaction product. The product is: [Cl:17][CH2:18][CH2:19][CH2:20][C:12]1[S:11][C:10]2[CH:15]=[CH:16][C:7]([F:6])=[CH:8][C:9]=2[C:13]=1[CH3:14]. (2) Given the reactants Cl[C:2]1[C:9]([N+:10]([O-:12])=[O:11])=[CH:8][CH:7]=[CH:6][C:3]=1[CH:4]=O.C(=O)(O)O.[NH2:17][C:18]([NH2:20])=[NH:19].O, predict the reaction product. The product is: [NH2:20][C:18]1[N:19]=[CH:4][C:3]2[C:2](=[C:9]([N+:10]([O-:12])=[O:11])[CH:8]=[CH:7][CH:6]=2)[N:17]=1.